From a dataset of Full USPTO retrosynthesis dataset with 1.9M reactions from patents (1976-2016). Predict the reactants needed to synthesize the given product. (1) Given the product [F:39][C:2]([F:1])([F:38])[C@@H:3]([NH:20][C@H:21]([C:26]([NH:28][C@H:29]([C:34]([OH:36])=[O:35])[CH2:30][CH2:31][S:32][CH3:33])=[O:27])[CH2:22][CH:23]([CH3:25])[CH3:24])[C:4]1[CH:5]=[CH:6][C:7]([C:10]2[CH:11]=[CH:12][C:13]([S:16]([CH3:19])(=[O:17])=[O:18])=[CH:14][CH:15]=2)=[CH:8][CH:9]=1, predict the reactants needed to synthesize it. The reactants are: [F:1][C:2]([F:39])([F:38])[C@@H:3]([NH:20][C@H:21]([C:26]([NH:28][C@H:29]([C:34]([O:36]C)=[O:35])[CH2:30][CH2:31][S:32][CH3:33])=[O:27])[CH2:22][CH:23]([CH3:25])[CH3:24])[C:4]1[CH:9]=[CH:8][C:7]([C:10]2[CH:15]=[CH:14][C:13]([S:16]([CH3:19])(=[O:18])=[O:17])=[CH:12][CH:11]=2)=[CH:6][CH:5]=1.[OH-].[Li+]. (2) Given the product [CH3:13][O:16][CH:17]=[C:4]1[C:5]2[C:10](=[CH:9][CH:8]=[CH:7][CH:6]=2)[C:1](=[O:12])[NH:2][C:3]1=[O:11], predict the reactants needed to synthesize it. The reactants are: [C:1]1(=[O:12])[C:10]2[C:5](=[CH:6][CH:7]=[CH:8][CH:9]=2)[CH2:4][C:3](=[O:11])[NH:2]1.[C:13]([O:16][C:17](=O)C)(=O)C.COC(OC)OC. (3) Given the product [I:12][C:13]1[CH:14]=[CH:15][C:16]([C:17](=[O:18])[CH:6]([C:5]2[CH:9]=[CH:10][CH:11]=[C:3]([O:2][CH3:1])[CH:4]=2)[CH2:6][C:5]2[CH:9]=[CH:10][CH:11]=[C:3]([O:2][CH3:1])[CH:4]=2)=[CH:23][CH:24]=1, predict the reactants needed to synthesize it. The reactants are: [CH3:1][O:2][C:3]1[CH:4]=[C:5]([CH:9]=[CH:10][CH:11]=1)[CH2:6][Mg]Cl.[I:12][C:13]1[CH:24]=[CH:23][C:16]([C:17](N(OC)C)=[O:18])=[CH:15][CH:14]=1. (4) Given the product [C:1]([O:4][C@@H:5]1[C@@H:10]([O:11][C:12](=[O:14])[CH3:13])[C@H:9]([O:15][C:16](=[O:18])[CH3:17])[C@@H:8]([CH2:19][O:20][C:21](=[O:23])[CH3:22])[O:7][C@H:6]1[O:24][C:25]1[C:29]([CH2:30][C:31]2[CH:36]=[CH:35][C:34]([O:37][CH2:38][CH2:39][CH2:40][NH:50][CH2:51][C:52]([C:53]([O:55][CH2:56][C:57]3[CH:62]=[CH:61][CH:60]=[CH:59][CH:58]=3)=[O:54])([CH3:64])[CH3:63])=[CH:33][C:32]=2[CH3:46])=[C:28]([CH:47]([CH3:48])[CH3:49])[NH:27][N:26]=1)(=[O:3])[CH3:2], predict the reactants needed to synthesize it. The reactants are: [C:1]([O:4][C@@H:5]1[C@@H:10]([O:11][C:12](=[O:14])[CH3:13])[C@H:9]([O:15][C:16](=[O:18])[CH3:17])[C@@H:8]([CH2:19][O:20][C:21](=[O:23])[CH3:22])[O:7][C@H:6]1[O:24][C:25]1[C:29]([CH2:30][C:31]2[CH:36]=[CH:35][C:34]([O:37][CH2:38][CH2:39][CH2:40]OS(C)(=O)=O)=[CH:33][C:32]=2[CH3:46])=[C:28]([CH:47]([CH3:49])[CH3:48])[NH:27][N:26]=1)(=[O:3])[CH3:2].[NH2:50][CH2:51][C:52]([CH3:64])([CH3:63])[C:53]([O:55][CH2:56][C:57]1[CH:62]=[CH:61][CH:60]=[CH:59][CH:58]=1)=[O:54].[I-].[Na+].O. (5) Given the product [CH3:1][O:2][C:3]1[CH:17]=[C:16]([O:18][CH3:19])[CH:15]=[CH:14][C:4]=1[CH2:5][N:6]([C:7]1[CH:12]=[CH:11][CH:10]=[C:9]([F:13])[N:8]=1)[S:41]([C:32]1[C:31]([CH3:30])=[CH:40][C:35]2[NH:36][C:37](=[O:39])[O:38][C:34]=2[CH:33]=1)(=[O:43])=[O:42], predict the reactants needed to synthesize it. The reactants are: [CH3:1][O:2][C:3]1[CH:17]=[C:16]([O:18][CH3:19])[CH:15]=[CH:14][C:4]=1[CH2:5][NH:6][C:7]1[CH:12]=[CH:11][CH:10]=[C:9]([F:13])[N:8]=1.[Li+].C[Si]([N-][Si](C)(C)C)(C)C.[CH3:30][C:31]1[C:32]([S:41](Cl)(=[O:43])=[O:42])=[CH:33][C:34]2[O:38][C:37](=[O:39])[NH:36][C:35]=2[CH:40]=1. (6) Given the product [ClH:30].[NH2:5][C:4]([CH2:10][CH2:11][C:12]1[CH:17]=[CH:16][C:15]([O:18][CH2:19][CH2:20][CH2:21][CH2:22][CH2:23][CH2:24][CH3:25])=[C:14]([C:26]([F:27])([F:28])[F:29])[CH:13]=1)([CH2:3][CH2:2][F:1])[CH2:8][OH:7], predict the reactants needed to synthesize it. The reactants are: [F:1][CH2:2][CH2:3][C:4]1([CH2:10][CH2:11][C:12]2[CH:17]=[CH:16][C:15]([O:18][CH2:19][CH2:20][CH2:21][CH2:22][CH2:23][CH2:24][CH3:25])=[C:14]([C:26]([F:29])([F:28])[F:27])[CH:13]=2)[CH2:8][O:7]C(C)=[N:5]1.[ClH:30]. (7) Given the product [F:6][C:7]1[CH:8]=[CH:9][C:10]([N+:16]([O-:18])=[O:17])=[C:11]2[C:15]=1[NH:14][CH:13]=[C:12]2[CH:21]=[O:22], predict the reactants needed to synthesize it. The reactants are: P(Cl)(Cl)(Cl)=O.[F:6][C:7]1[CH:8]=[CH:9][C:10]([N+:16]([O-:18])=[O:17])=[C:11]2[C:15]=1[NH:14][CH:13]=[CH:12]2.CN(C)[CH:21]=[O:22].